Task: Predict the reactants needed to synthesize the given product.. Dataset: Full USPTO retrosynthesis dataset with 1.9M reactions from patents (1976-2016) (1) Given the product [CH3:1][O:2][C:3]1[CH:4]=[C:5]([C:17]2[CH:27]=[CH:26][C:20]([C:21]([O:23][CH2:24][CH3:25])=[O:22])=[CH:19][CH:18]=2)[CH:6]=[C:7]([O:11][CH3:12])[C:8]=1[O:9][CH3:10], predict the reactants needed to synthesize it. The reactants are: [CH3:1][O:2][C:3]1[CH:4]=[C:5](B(O)O)[CH:6]=[C:7]([O:11][CH3:12])[C:8]=1[O:9][CH3:10].Br[C:17]1[CH:27]=[CH:26][C:20]([C:21]([O:23][CH2:24][CH3:25])=[O:22])=[CH:19][CH:18]=1. (2) Given the product [Cl:1][C:2]1[C:7]2[CH2:8][CH:9]([CH3:22])[N:10]3[C:15]([C:6]=2[CH:5]=[CH:4][C:3]=1[O:23][CH3:24])=[CH:14][C:13](=[O:16])[C:12]([C:17]([O:19][CH2:20][CH3:21])=[O:18])=[CH:11]3, predict the reactants needed to synthesize it. The reactants are: [Cl:1][C:2]1[C:7]2[CH2:8][CH:9]([CH3:22])[N:10]3[CH:15]([C:6]=2[CH:5]=[CH:4][C:3]=1[O:23][CH3:24])[CH2:14][C:13](=[O:16])[C:12]([C:17]([O:19][CH2:20][CH3:21])=[O:18])=[CH:11]3.C1(Cl)C(=O)C(Cl)=C(Cl)C(=O)C=1Cl. (3) Given the product [OH:18][C:10]1[CH:11]=[C:12]([N+:15]([O-:17])=[O:16])[CH:13]=[CH:14][C:9]=1[NH:8][C:5](=[O:7])[CH3:6], predict the reactants needed to synthesize it. The reactants are: C(O[C:5](=[O:7])[CH3:6])(=O)C.[NH2:8][C:9]1[CH:14]=[CH:13][C:12]([N+:15]([O-:17])=[O:16])=[CH:11][C:10]=1[OH:18].C(O)(=O)C. (4) Given the product [Br:1][C:2](=[CH:5][O:6][CH:8]([CH3:13])[CH3:9])[CH:3]=[O:4], predict the reactants needed to synthesize it. The reactants are: [Br:1][CH:2]([CH:5]=[O:6])[CH:3]=[O:4].O.[C:8]1(C)[CH:13]=CC(S(O)(=O)=O)=C[CH:9]=1.CC(O)C.